Dataset: Catalyst prediction with 721,799 reactions and 888 catalyst types from USPTO. Task: Predict which catalyst facilitates the given reaction. (1) Reactant: [OH:1][C:2]1[CH:3]=[C:4]2[C:8](=[CH:9][CH:10]=1)[C:7](=O)[C:6]1([CH2:19][C:18]3[C:13](=[CH:14][CH:15]=[C:16]([OH:20])[CH:17]=3)[CH2:12]1)[CH:5]2[CH3:21].[CH2:22](OCC)[CH3:23].CC[Mg]Br. Product: [OH:1][C:2]1[CH:3]=[C:4]2[C:8](=[CH:9][CH:10]=1)[C:7](=[CH:22][CH3:23])[C:6]1([CH2:19][C:18]3[C:13](=[CH:14][CH:15]=[C:16]([OH:20])[CH:17]=3)[CH2:12]1)[CH:5]2[CH3:21]. The catalyst class is: 1. (2) Reactant: C([O:4][C:5]1[CH:31]=[CH:30][C:8]([C:9]([CH:11](C(OCC)=O)[CH2:12][C:13]([C:15]2[CH:24]=[CH:23][C:18]([C:19]([O:21]C)=[O:20])=[CH:17][CH:16]=2)=[O:14])=[O:10])=[CH:7][CH:6]=1)(=O)C.[OH-].[Na+]. Product: [OH:4][C:5]1[CH:31]=[CH:30][C:8]([C:9](=[O:10])[CH2:11][CH2:12][C:13]([C:15]2[CH:16]=[CH:17][C:18]([C:19]([OH:21])=[O:20])=[CH:23][CH:24]=2)=[O:14])=[CH:7][CH:6]=1. The catalyst class is: 6. (3) Reactant: [CH3:1][C:2]1[NH:3][C:4]2[C:9]([CH:10]=1)=[CH:8][CH:7]=[CH:6][CH:5]=2.C[Mg+].[Br-].[C:14]1([C:24](Cl)=[O:25])[C:23]2[C:18](=[CH:19][CH:20]=[CH:21][CH:22]=2)[CH:17]=[CH:16][CH:15]=1.[NH4+].[Cl-]. Product: [CH3:1][C:2]1[NH:3][C:4]2[C:9]([C:10]=1[C:24]([C:14]1[C:23]3[C:18](=[CH:19][CH:20]=[CH:21][CH:22]=3)[CH:17]=[CH:16][CH:15]=1)=[O:25])=[CH:8][CH:7]=[CH:6][CH:5]=2. The catalyst class is: 28. (4) Reactant: [CH2:1]([O:3][C:4]([C:6]1[O:14][C:13]2[C:12]([F:15])=[CH:11][N:10]=[CH:9][C:8]=2[C:7]=1[NH:16][C:17]1[CH:22]=[CH:21][C:20]([Si](C)(C)C)=[CH:19][C:18]=1[F:27])=[O:5])[CH3:2].[I:28]Cl.S([O-])([O-])(=O)=S.[Na+].[Na+]. Product: [CH2:1]([O:3][C:4]([C:6]1[O:14][C:13]2[C:12]([F:15])=[CH:11][N:10]=[CH:9][C:8]=2[C:7]=1[NH:16][C:17]1[CH:22]=[CH:21][C:20]([I:28])=[CH:19][C:18]=1[F:27])=[O:5])[CH3:2]. The catalyst class is: 4.